Dataset: Forward reaction prediction with 1.9M reactions from USPTO patents (1976-2016). Task: Predict the product of the given reaction. (1) Given the reactants [Cl:1][C:2]1[C:10]([C:11]#[N:12])=[CH:9][CH:8]=[C:7]2[C:3]=1[CH:4]=[C:5](/[CH:18]=[CH:19]\[CH3:20])[N:6]2[CH2:13][C:14]([F:17])([F:16])[F:15].ClC1C(C#N)=CC=C2C=1C=C(/C=C/C)N2CC(F)(F)F, predict the reaction product. The product is: [Cl:1][C:2]1[C:10]([C:11]#[N:12])=[CH:9][CH:8]=[C:7]2[C:3]=1[CH:4]=[C:5]([CH2:18][CH2:19][CH3:20])[N:6]2[CH2:13][C:14]([F:15])([F:16])[F:17]. (2) The product is: [C:1]([O:5][C:6]([N:8]1[CH2:17][C:16]([CH3:19])([CH3:18])[C:15]2[C:10](=[CH:11][C:12]([NH:20][C:21]([C:23]3[C:24]([NH:30][CH2:31][C:32]4[CH:37]=[CH:36][N:35]=[C:34]5[NH:38][CH:39]=[CH:40][C:33]=45)=[N:25][CH:26]=[CH:27][CH:28]=3)=[O:22])=[CH:13][CH:14]=2)[CH2:9]1)=[O:7])([CH3:4])([CH3:3])[CH3:2]. Given the reactants [C:1]([O:5][C:6]([N:8]1[CH2:17][C:16]([CH3:19])([CH3:18])[C:15]2[C:10](=[CH:11][C:12]([NH:20][C:21]([C:23]3[C:24](F)=[N:25][CH:26]=[CH:27][CH:28]=3)=[O:22])=[CH:13][CH:14]=2)[CH2:9]1)=[O:7])([CH3:4])([CH3:3])[CH3:2].[NH2:30][CH2:31][C:32]1[CH:37]=[CH:36][N:35]=[C:34]2[N:38](C(=O)C)[CH:39]=[CH:40][C:33]=12.CCN(C(C)C)C(C)C, predict the reaction product. (3) Given the reactants C([NH:9][C:10]([NH:12][C:13]1[CH:18]=[C:17]([Br:19])[C:16]([F:20])=[CH:15][C:14]=1[F:21])=[S:11])(=O)C1C=CC=CC=1.[OH-].[Na+], predict the reaction product. The product is: [Br:19][C:17]1[C:16]([F:20])=[CH:15][C:14]([F:21])=[C:13]([NH:12][C:10]([NH2:9])=[S:11])[CH:18]=1. (4) Given the reactants [CH3:1][C:2]([Si:5]([CH3:28])([CH3:27])[O:6][CH2:7][C:8]1[CH:9]=[C:10]([C:23](OC)=[O:24])[C:11]([C:14]2[CH:19]=[C:18]([O:20][CH3:21])[CH:17]=[CH:16][C:15]=2[F:22])=[CH:12][CH:13]=1)([CH3:4])[CH3:3].[H-].[H-].[H-].[H-].[Li+].[Al+3], predict the reaction product. The product is: [CH3:4][C:2]([Si:5]([CH3:27])([CH3:28])[O:6][CH2:7][C:8]1[CH:13]=[CH:12][C:11]([C:14]2[CH:19]=[C:18]([O:20][CH3:21])[CH:17]=[CH:16][C:15]=2[F:22])=[C:10]([CH2:23][OH:24])[CH:9]=1)([CH3:1])[CH3:3]. (5) Given the reactants [CH2:1]([O:3][C:4]1[C:5](/[C:16](/[CH3:21])=[C:17](/[F:20])\[CH2:18][OH:19])=[CH:6][C:7]2[CH:8]=[CH:9][CH2:10][C:11]([CH3:15])([CH3:14])[C:12]=2[CH:13]=1)[CH3:2].C[N+]1([O-])CCOCC1, predict the reaction product. The product is: [CH2:1]([O:3][C:4]1[C:5](/[C:16](/[CH3:21])=[C:17](/[F:20])\[CH:18]=[O:19])=[CH:6][C:7]2[CH:8]=[CH:9][CH2:10][C:11]([CH3:15])([CH3:14])[C:12]=2[CH:13]=1)[CH3:2]. (6) The product is: [Cl:16][C:17]1[CH:18]=[CH:19][C:20]([NH:23][C:24]2[NH:26][C:12](=[O:14])[C:11]([C:9]#[N:10])=[C:7]([CH:1]3[CH2:2][CH2:3][CH2:4][CH2:5][CH2:6]3)[N:25]=2)=[CH:21][CH:22]=1. Given the reactants [CH:1]1([CH:7]=O)[CH2:6][CH2:5][CH2:4][CH2:3][CH2:2]1.[C:9]([CH2:11][C:12]([O:14]C)=O)#[N:10].[Cl:16][C:17]1[CH:22]=[CH:21][C:20]([NH:23][C:24]([NH2:26])=[NH:25])=[CH:19][CH:18]=1.N1CCCCC1, predict the reaction product.